This data is from Peptide-MHC class II binding affinity with 134,281 pairs from IEDB. The task is: Regression. Given a peptide amino acid sequence and an MHC pseudo amino acid sequence, predict their binding affinity value. This is MHC class II binding data. (1) The peptide sequence is NDWIIESDHLLSEML. The MHC is DRB1_0101 with pseudo-sequence DRB1_0101. The binding affinity (normalized) is 0.816. (2) The peptide sequence is VWRIDTPDKLTGPFT. The MHC is DRB3_0101 with pseudo-sequence DRB3_0101. The binding affinity (normalized) is 0.733. (3) The binding affinity (normalized) is 0.383. The peptide sequence is TIKAERTEQKDFDGR. The MHC is DRB1_0401 with pseudo-sequence DRB1_0401. (4) The peptide sequence is YDKFLANVSTNLTGK. The MHC is DRB1_0701 with pseudo-sequence DRB1_0701. The binding affinity (normalized) is 0.798. (5) The binding affinity (normalized) is 0.514. The MHC is DRB4_0103 with pseudo-sequence DRB4_0103. The peptide sequence is DCRTAFKPVLVDEGR. (6) The peptide sequence is RDDTLTILLKATLLA. The MHC is DRB1_0101 with pseudo-sequence DRB1_0101. The binding affinity (normalized) is 0.764. (7) The peptide sequence is SCWAFSGVAATESAY. The MHC is HLA-DQA10301-DQB10301 with pseudo-sequence HLA-DQA10301-DQB10301. The binding affinity (normalized) is 0.336.